This data is from Experimentally validated miRNA-target interactions with 360,000+ pairs, plus equal number of negative samples. The task is: Binary Classification. Given a miRNA mature sequence and a target amino acid sequence, predict their likelihood of interaction. The miRNA is hsa-miR-6513-5p with sequence UUUGGGAUUGACGCCACAUGUCU. The protein sequence of the target gene is MASAMRGEKCERSRIRELVLILSLITMAGDSRATPFDPSFFIEGVQSEVVNPFNRTILNRFNLTEEQILSIQNRSNPNMRDDSAQSSNQQYLQQVATQRLNDIFKRVQKAISNEPNGSASKEKAGFPICNAETTNPEDWSLGNNVTLQFASSVFISNNDDRLSSALLRLYKTNPGQTREHNPGQASTQPISTENPGNTAPNCAEQPPVGPQIRVTVSIVHQQRKKQRKKRTCNTAMLSSSSTGWVEIDVKCALAYWEQQHRQQLRQQQPLQPQLTASVVGILMIEVHDDEENLLRPGLYF.... Result: 0 (no interaction).